This data is from NCI-60 drug combinations with 297,098 pairs across 59 cell lines. The task is: Regression. Given two drug SMILES strings and cell line genomic features, predict the synergy score measuring deviation from expected non-interaction effect. (1) Drug 1: CC1CCC2CC(C(=CC=CC=CC(CC(C(=O)C(C(C(=CC(C(=O)CC(OC(=O)C3CCCCN3C(=O)C(=O)C1(O2)O)C(C)CC4CCC(C(C4)OC)O)C)C)O)OC)C)C)C)OC. Drug 2: CC1=C(C(=O)C2=C(C1=O)N3CC4C(C3(C2COC(=O)N)OC)N4)N. Cell line: UACC-257. Synergy scores: CSS=12.5, Synergy_ZIP=-3.25, Synergy_Bliss=1.53, Synergy_Loewe=-0.632, Synergy_HSA=0.194. (2) Drug 1: CS(=O)(=O)C1=CC(=C(C=C1)C(=O)NC2=CC(=C(C=C2)Cl)C3=CC=CC=N3)Cl. Drug 2: C1=NC2=C(N=C(N=C2N1C3C(C(C(O3)CO)O)O)F)N. Cell line: SF-539. Synergy scores: CSS=-4.25, Synergy_ZIP=-1.76, Synergy_Bliss=-6.41, Synergy_Loewe=-6.82, Synergy_HSA=-6.70. (3) Drug 1: CC1CCC2CC(C(=CC=CC=CC(CC(C(=O)C(C(C(=CC(C(=O)CC(OC(=O)C3CCCCN3C(=O)C(=O)C1(O2)O)C(C)CC4CCC(C(C4)OC)O)C)C)O)OC)C)C)C)OC. Drug 2: C(CCl)NC(=O)N(CCCl)N=O. Cell line: SK-OV-3. Synergy scores: CSS=17.6, Synergy_ZIP=-3.44, Synergy_Bliss=2.75, Synergy_Loewe=-3.95, Synergy_HSA=1.68. (4) Drug 1: C1=C(C(=O)NC(=O)N1)F. Drug 2: C1CCC(C(C1)N)N.C(=O)(C(=O)[O-])[O-].[Pt+4]. Cell line: M14. Synergy scores: CSS=41.5, Synergy_ZIP=4.45, Synergy_Bliss=3.90, Synergy_Loewe=4.76, Synergy_HSA=5.04. (5) Drug 1: CC1=C2C(C(=O)C3(C(CC4C(C3C(C(C2(C)C)(CC1OC(=O)C(C(C5=CC=CC=C5)NC(=O)C6=CC=CC=C6)O)O)OC(=O)C7=CC=CC=C7)(CO4)OC(=O)C)O)C)OC(=O)C. Drug 2: CC1=C(C(=O)C2=C(C1=O)N3CC4C(C3(C2COC(=O)N)OC)N4)N. Cell line: A549. Synergy scores: CSS=55.1, Synergy_ZIP=-1.69, Synergy_Bliss=-3.48, Synergy_Loewe=-1.57, Synergy_HSA=0.850. (6) Drug 1: CC1C(C(=O)NC(C(=O)N2CCCC2C(=O)N(CC(=O)N(C(C(=O)O1)C(C)C)C)C)C(C)C)NC(=O)C3=C4C(=C(C=C3)C)OC5=C(C(=O)C(=C(C5=N4)C(=O)NC6C(OC(=O)C(N(C(=O)CN(C(=O)C7CCCN7C(=O)C(NC6=O)C(C)C)C)C)C(C)C)C)N)C. Drug 2: CC12CCC3C(C1CCC2OP(=O)(O)O)CCC4=C3C=CC(=C4)OC(=O)N(CCCl)CCCl.[Na+]. Cell line: SK-OV-3. Synergy scores: CSS=57.4, Synergy_ZIP=20.0, Synergy_Bliss=21.0, Synergy_Loewe=13.9, Synergy_HSA=17.7. (7) Drug 1: C1CCC(C1)C(CC#N)N2C=C(C=N2)C3=C4C=CNC4=NC=N3. Drug 2: CCN(CC)CCCC(C)NC1=C2C=C(C=CC2=NC3=C1C=CC(=C3)Cl)OC. Cell line: NCI-H522. Synergy scores: CSS=12.6, Synergy_ZIP=-5.73, Synergy_Bliss=2.15, Synergy_Loewe=0.703, Synergy_HSA=2.82.